This data is from HIV replication inhibition screening data with 41,000+ compounds from the AIDS Antiviral Screen. The task is: Binary Classification. Given a drug SMILES string, predict its activity (active/inactive) in a high-throughput screening assay against a specified biological target. (1) The compound is C=CC(=O)N1CC(=Cc2ccccc2)C(=O)C(=Cc2ccccc2)C1. The result is 0 (inactive). (2) The drug is O=C(c1ccc(Cl)cc1)N(C(=S)N1CCN(c2ccccn2)CC1)C1CCCCC1. The result is 0 (inactive). (3) The compound is COC(=O)c1cc(C(=CCCC(C)C2CCC3C4CCC5CCCCC5(C)C4CCC23C)c2cc(Cl)c(OC)c(C(=O)OC)c2)cc(Cl)c1OC. The result is 0 (inactive). (4) The drug is CCCCCCCCCCCCCCCC(O)C[N+](C)(C)CCO.[I-]. The result is 0 (inactive). (5) The compound is Nc1nc(Cl)c(Cl)nc1C(=O)O. The result is 0 (inactive). (6) The compound is O=C(CCc1cc(-c2ccc(F)cc2)n[nH]1)N(Cc1ccccc1)Cc1ccccc1. The result is 0 (inactive). (7) The molecule is N#CC1=C(N)CCC(C#N)(c2ccccc2)C1. The result is 0 (inactive).